Dataset: Full USPTO retrosynthesis dataset with 1.9M reactions from patents (1976-2016). Task: Predict the reactants needed to synthesize the given product. (1) Given the product [OH:6][C@H:5]([CH2:4][OH:3])[CH2:7][CH2:8][NH:9][C:10]([CH:12]1[N:20]2[CH:15]([CH2:16][C:17]([CH3:21])([CH3:22])[CH2:18][CH2:19]2)[C:14]([C:25]2[CH:30]=[CH:29][C:28]([Cl:31])=[CH:27][C:26]=2[F:32])([C:23]#[N:24])[CH:13]1[C:33]1[CH:38]=[CH:37][CH:36]=[C:35]([Cl:39])[C:34]=1[F:40])=[O:11], predict the reactants needed to synthesize it. The reactants are: CC1(C)[O:6][C@@H:5]([CH2:7][CH2:8][NH:9][C:10]([CH:12]2[N:20]3[CH:15]([CH2:16][C:17]([CH3:22])([CH3:21])[CH2:18][CH2:19]3)[C:14]([C:25]3[CH:30]=[CH:29][C:28]([Cl:31])=[CH:27][C:26]=3[F:32])([C:23]#[N:24])[CH:13]2[C:33]2[CH:38]=[CH:37][CH:36]=[C:35]([Cl:39])[C:34]=2[F:40])=[O:11])[CH2:4][O:3]1.Cl. (2) Given the product [Br:1][C:2]1[CH:7]=[CH:6][C:5]([S:8]([N:11]2[CH2:16][CH2:15][C:14]3([O:17][CH2:34][C:35](=[O:36])[N:19]([CH:20]4[CH2:23][O:22][CH2:21]4)[CH2:18]3)[CH2:13][CH2:12]2)(=[O:9])=[O:10])=[CH:4][CH:3]=1, predict the reactants needed to synthesize it. The reactants are: [Br:1][C:2]1[CH:7]=[CH:6][C:5]([S:8]([N:11]2[CH2:16][CH2:15][C:14]([CH2:18][NH:19][CH:20]3[CH2:23][O:22][CH2:21]3)([OH:17])[CH2:13][CH2:12]2)(=[O:10])=[O:9])=[CH:4][CH:3]=1.C(N(CC)C(C)C)(C)C.Cl[CH2:34][C:35](Cl)=[O:36].[H-].[Na+]. (3) Given the product [CH2:18]([O:17][C:15](=[O:16])[C:14]([C:12]#[N:13])=[C:9]([C:5]1[CH:6]=[CH:7][CH:8]=[C:3]([O:2][CH3:1])[CH:4]=1)[CH3:10])[CH3:19], predict the reactants needed to synthesize it. The reactants are: [CH3:1][O:2][C:3]1[CH:4]=[C:5]([C:9](=O)[CH3:10])[CH:6]=[CH:7][CH:8]=1.[C:12]([CH2:14][C:15]([O:17][CH2:18][CH3:19])=[O:16])#[N:13].C([O-])(=O)C.[NH4+]. (4) Given the product [ClH:22].[ClH:22].[F:21][C:18]1[CH:19]=[CH:20][C:15]([CH:8]([C:5]2[CH:4]=[CH:3][C:2]([F:1])=[CH:7][CH:6]=2)[N:9]2[CH2:10][CH2:11][N:12]([CH2:23][CH2:24][O:25][CH2:26][C:27]([NH2:29])=[O:28])[CH2:13][CH2:14]2)=[CH:16][CH:17]=1, predict the reactants needed to synthesize it. The reactants are: [F:1][C:2]1[CH:7]=[CH:6][C:5]([CH:8]([C:15]2[CH:20]=[CH:19][C:18]([F:21])=[CH:17][CH:16]=2)[N:9]2[CH2:14][CH2:13][NH:12][CH2:11][CH2:10]2)=[CH:4][CH:3]=1.[Cl:22][CH2:23][CH2:24][O:25][CH2:26][C:27]([NH2:29])=[O:28].C(=O)([O-])[O-].[Na+].[Na+]. (5) Given the product [Br:29][C:30]1[N:31]=[C:32]([C:46](=[O:47])[CH:45]([F:51])[F:44])[C:33]([F:43])=[C:34]([Si:36]([CH2:41][CH3:42])([CH2:39][CH3:40])[CH2:37][CH3:38])[CH:35]=1, predict the reactants needed to synthesize it. The reactants are: C([N-]C(C)C)(C)C.[Li+].O1CCCC1.CCCCCCC.C(C1C=CC=CC=1)C.[Br:29][C:30]1[CH:35]=[C:34]([Si:36]([CH2:41][CH3:42])([CH2:39][CH3:40])[CH2:37][CH3:38])[C:33]([F:43])=[CH:32][N:31]=1.[F:44][CH:45]([F:51])[C:46](OCC)=[O:47].